From a dataset of Peptide-MHC class I binding affinity with 185,985 pairs from IEDB/IMGT. Regression. Given a peptide amino acid sequence and an MHC pseudo amino acid sequence, predict their binding affinity value. This is MHC class I binding data. (1) The binding affinity (normalized) is 0.0847. The peptide sequence is APRRRDEEL. The MHC is HLA-A03:01 with pseudo-sequence HLA-A03:01. (2) The peptide sequence is FFCFAWYLK. The MHC is Patr-A0101 with pseudo-sequence Patr-A0101. The binding affinity (normalized) is 0.997. (3) The peptide sequence is IVDKFGKNHI. The MHC is HLA-A02:01 with pseudo-sequence HLA-A02:01. The binding affinity (normalized) is 0.138. (4) The peptide sequence is FMLIFNVKSK. The MHC is HLA-A11:01 with pseudo-sequence HLA-A11:01. The binding affinity (normalized) is 0.248. (5) The peptide sequence is PTFQLLNMIK. The MHC is HLA-A68:01 with pseudo-sequence HLA-A68:01. The binding affinity (normalized) is 0.149. (6) The peptide sequence is CPFLFLAVL. The MHC is HLA-B35:01 with pseudo-sequence HLA-B35:01. The binding affinity (normalized) is 0.301. (7) The peptide sequence is LVKTESWIL. The MHC is HLA-A02:06 with pseudo-sequence HLA-A02:06. The binding affinity (normalized) is 0.0847. (8) The binding affinity (normalized) is 0.304. The peptide sequence is MPSEDGAEDL. The MHC is HLA-B07:02 with pseudo-sequence HLA-B07:02.